From a dataset of Full USPTO retrosynthesis dataset with 1.9M reactions from patents (1976-2016). Predict the reactants needed to synthesize the given product. The reactants are: Cl.[Cl:2][C:3]1[CH:8]=[CH:7][C:6]([NH:9]N)=[CH:5][CH:4]=1.[C:11]1([CH2:17][CH2:18]Br)[CH:16]=[CH:15][CH:14]=[CH:13][CH:12]=1.C(N(CC)CC)C.Cl.[CH3:28][N:29]1[CH2:34][CH2:33][C:32](=O)[CH2:31][CH2:30]1.FC(F)(F)C([O-])=O. Given the product [Cl:2][C:3]1[CH:8]=[CH:7][C:6]2[N:9]([CH2:18][CH2:17][C:11]3[CH:16]=[CH:15][CH:14]=[CH:13][CH:12]=3)[C:32]3[CH2:33][CH2:34][N:29]([CH3:28])[CH2:30][C:31]=3[C:5]=2[CH:4]=1, predict the reactants needed to synthesize it.